This data is from Full USPTO retrosynthesis dataset with 1.9M reactions from patents (1976-2016). The task is: Predict the reactants needed to synthesize the given product. Given the product [Br:1][C:2]1[CH:3]=[CH:4][C:5]([C@@H:8]([N:10]([CH2:11][CH2:12][C:13](=[O:14])[C:15]2[CH:16]=[CH:17][CH:18]=[CH:19][CH:20]=2)[C:28](=[O:29])[O:30][C:31]([CH3:34])([CH3:33])[CH3:32])[CH3:9])=[CH:6][CH:7]=1, predict the reactants needed to synthesize it. The reactants are: [Br:1][C:2]1[CH:7]=[CH:6][C:5]([C@@H:8]([NH:10][CH2:11][CH2:12][C:13]([C:15]2[CH:20]=[CH:19][CH:18]=[CH:17][CH:16]=2)=[O:14])[CH3:9])=[CH:4][CH:3]=1.C(N(CC)CC)C.[C:28](O[C:28]([O:30][C:31]([CH3:34])([CH3:33])[CH3:32])=[O:29])([O:30][C:31]([CH3:34])([CH3:33])[CH3:32])=[O:29].Cl.